The task is: Predict the product of the given reaction.. This data is from Forward reaction prediction with 1.9M reactions from USPTO patents (1976-2016). (1) Given the reactants C(Cl)CCl.C1C=CC2N(O)N=NC=2C=1.[CH3:15][O:16][C:17]([C:19]1[C:23]([NH2:24])=[CH:22][NH:21][N:20]=1)=[O:18].[C:25]([C:29]1[CH:30]=[CH:31][C:32]([O:38][CH3:39])=[C:33]([CH:37]=1)[C:34](O)=[O:35])([CH3:28])([CH3:27])[CH3:26], predict the reaction product. The product is: [CH3:15][O:16][C:17]([C:19]1[C:23]([NH:24][C:34](=[O:35])[C:33]2[CH:37]=[C:29]([C:25]([CH3:26])([CH3:27])[CH3:28])[CH:30]=[CH:31][C:32]=2[O:38][CH3:39])=[CH:22][NH:21][N:20]=1)=[O:18]. (2) Given the reactants Cl.[CH2:2]([O:4][C:5]([NH:7][C:8]1([CH2:14][N:15]2[CH2:20][CH2:19][N:18]([S:21]([C:24]3[CH:33]=[CH:32][C:31]4[C:26](=[CH:27][CH:28]=[C:29]([Cl:34])[CH:30]=4)[CH:25]=3)(=[O:23])=[O:22])[CH2:17][C:16]2=[O:35])[CH2:13][CH2:12][NH:11][CH2:10][CH2:9]1)=[O:6])[CH3:3].Cl.Cl[C:38]1[CH:43]=[CH:42][N:41]=[CH:40][CH:39]=1.C(N(CC)CC)C, predict the reaction product. The product is: [Cl:34][C:29]1[CH:30]=[C:31]2[C:26](=[CH:27][CH:28]=1)[CH:25]=[C:24]([S:21]([N:18]1[CH2:19][CH2:20][N:15]([CH2:14][C:8]3([NH:7][C:5]([O:4][CH2:2][CH3:3])=[O:6])[CH2:13][CH2:12][N:11]([C:38]4[CH:43]=[CH:42][N:41]=[CH:40][CH:39]=4)[CH2:10][CH2:9]3)[C:16](=[O:35])[CH2:17]1)(=[O:22])=[O:23])[CH:33]=[CH:32]2. (3) Given the reactants [C:1](Cl)(=[O:5])[C:2](Cl)=O.[F:7][C:8]([F:33])([F:32])[C:9]([NH:11][C@H:12]1[CH2:31][CH2:30][N:15]2[C:16]3[CH:29]=[CH:28]C=[CH:26][C:17]=3[N:18]([CH3:25])[C:19]3[CH:24]=[CH:23][CH:22]=[CH:21][C:20]=3[C@@H:14]2[CH2:13]1)=[O:10], predict the reaction product. The product is: [F:33][C:8]([F:7])([F:32])[C:9]([NH:11][C@H:12]1[CH2:31][CH2:30][N:15]2[C:16]3[CH:29]=[CH:28][C:2]([CH:1]=[O:5])=[CH:26][C:17]=3[N:18]([CH3:25])[C:19]3[CH:24]=[CH:23][CH:22]=[CH:21][C:20]=3[C@@H:14]2[CH2:13]1)=[O:10]. (4) Given the reactants [NH2:1][C:2]1[CH:7]=[CH:6][CH:5]=[CH:4][C:3]=1[C:8]#[C:9][C:10]1[C:11]([O:20][CH3:21])=[CH:12][C:13]([O:18][CH3:19])=[C:14]([CH:17]=1)[CH:15]=[O:16].[BH4-].[Na+], predict the reaction product. The product is: [NH2:1][C:2]1[CH:7]=[CH:6][CH:5]=[CH:4][C:3]=1[C:8]#[C:9][C:10]1[C:11]([O:20][CH3:21])=[CH:12][C:13]([O:18][CH3:19])=[C:14]([CH2:15][OH:16])[CH:17]=1.